From a dataset of Forward reaction prediction with 1.9M reactions from USPTO patents (1976-2016). Predict the product of the given reaction. (1) Given the reactants [F:1][C:2]1[C:10]([O:11][CH3:12])=[CH:9][CH:8]=[C:7]([N:13]2[N:17]=[CH:16][CH:15]=[N:14]2)[C:3]=1[C:4]([OH:6])=O.[CH3:18][C@@H:19]1[CH2:24][CH2:23][CH2:22][NH:21][C@@H:20]1[CH2:25][N:26]1[C:34](=O)C2C(=CC=CC=2)C1=O.ClC1[N:43]=[CH:42][C:41]([C:44]([F:47])([F:46])[F:45])=[CH:40][N:39]=1, predict the reaction product. The product is: [F:1][C:2]1[C:10]([O:11][CH3:12])=[CH:9][CH:8]=[C:7]([N:13]2[N:17]=[CH:16][CH:15]=[N:14]2)[C:3]=1[C:4]([N:21]1[CH2:22][CH2:23][CH2:24][C@@H:19]([CH3:18])[C@H:20]1[CH2:25][NH:26][C:34]1[N:43]=[CH:42][C:41]([C:44]([F:47])([F:46])[F:45])=[CH:40][N:39]=1)=[O:6]. (2) Given the reactants [NH2:1][C:2]1[N:3]=[C:4]([NH:18][CH:19]2[CH2:24][CH2:23][NH:22][CH2:21][CH2:20]2)[S:5][C:6]=1[C:7]([C:9]1[CH:14]=[CH:13][C:12]([O:15][CH3:16])=[C:11]([F:17])[CH:10]=1)=[O:8].[CH3:25][N:26]([CH3:31])[S:27](Cl)(=[O:29])=[O:28].C(N(C(C)C)CC)(C)C, predict the reaction product. The product is: [CH3:25][N:26]([CH3:31])[S:27]([N:22]1[CH2:23][CH2:24][CH:19]([NH:18][C:4]2[S:5][C:6]([C:7](=[O:8])[C:9]3[CH:14]=[CH:13][C:12]([O:15][CH3:16])=[C:11]([F:17])[CH:10]=3)=[C:2]([NH2:1])[N:3]=2)[CH2:20][CH2:21]1)(=[O:29])=[O:28]. (3) Given the reactants [F:1][S:2]([F:15])([F:14])([F:13])([F:12])[C:3]1[CH:11]=[CH:10][C:6]([C:7](Cl)=[O:8])=[CH:5][CH:4]=1.Cl.[CH3:17][O:18][NH:19][CH3:20].C(N(CC)CC)C, predict the reaction product. The product is: [CH3:17][O:18][N:19]([CH3:20])[C:7](=[O:8])[C:6]1[CH:10]=[CH:11][C:3]([S:2]([F:15])([F:14])([F:13])([F:12])[F:1])=[CH:4][CH:5]=1. (4) Given the reactants Cl[CH:2]([C:19]1[CH:24]=[CH:23][CH:22]=[CH:21][CH:20]=1)[C:3]([C:5]1[C:13]2[C:8](=[CH:9][CH:10]=[C:11]([F:14])[CH:12]=2)[N:7]([CH2:15][CH2:16][CH2:17][OH:18])[CH:6]=1)=[O:4].[CH3:25][O:26][C:27]1[CH:28]=[C:29]([CH:31]=[C:32]([O:34][CH3:35])[CH:33]=1)[NH2:30], predict the reaction product. The product is: [CH3:35][O:34][C:32]1[CH:31]=[C:29]([NH:30][CH:2]([C:19]2[CH:24]=[CH:23][CH:22]=[CH:21][CH:20]=2)[C:3]([C:5]2[C:13]3[C:8](=[CH:9][CH:10]=[C:11]([F:14])[CH:12]=3)[N:7]([CH2:15][CH2:16][CH2:17][OH:18])[CH:6]=2)=[O:4])[CH:28]=[C:27]([O:26][CH3:25])[CH:33]=1. (5) The product is: [NH2:20][C:15]1[N:14]=[C:13]([CH:10]([C:2]2[S:1][C:5]3[CH:6]=[CH:7][CH:8]=[CH:9][C:4]=3[N:3]=2)[C:11]#[N:12])[CH:18]=[CH:17][N:16]=1. Given the reactants [S:1]1[C:5]2[CH:6]=[CH:7][CH:8]=[CH:9][C:4]=2[N:3]=[C:2]1[CH:10]([C:13]1[CH:18]=[CH:17][N:16]=[C:15](Cl)[N:14]=1)[C:11]#[N:12].[NH3:20], predict the reaction product. (6) The product is: [CH3:21][O:22][C:23]1[CH:28]=[CH:27][C:26]([C:4]([C:6]2[CH:7]=[CH:8][C:9]([NH:12][C:13](=[O:19])[O:14][C:15]([CH3:16])([CH3:17])[CH3:18])=[N:10][CH:11]=2)=[O:5])=[CH:25][CH:24]=1. Given the reactants CON(C)[C:4]([C:6]1[CH:7]=[CH:8][C:9]([NH:12][C:13](=[O:19])[O:14][C:15]([CH3:18])([CH3:17])[CH3:16])=[N:10][CH:11]=1)=[O:5].[CH3:21][O:22][C:23]1[CH:28]=[CH:27][C:26]([Mg]Br)=[CH:25][CH:24]=1, predict the reaction product. (7) Given the reactants [Br-].O[C@@H]1CCC[N+](CC(=O)NC2C=CON=2)(C)C1.[CH3:19][N:20]1[CH2:25][CH2:24][CH:23]([OH:26])[CH2:22][CH2:21]1.[Br:27]CC(NC1C=CON=1)=O.[C:37]1([CH2:43][CH2:44][CH2:45]Br)[CH:42]=[CH:41][CH:40]=[CH:39][CH:38]=1, predict the reaction product. The product is: [Br-:27].[OH:26][CH:23]1[CH2:24][CH2:25][N+:20]([CH3:19])([CH2:45][CH2:44][CH2:43][C:37]2[CH:42]=[CH:41][CH:40]=[CH:39][CH:38]=2)[CH2:21][CH2:22]1.